Dataset: Forward reaction prediction with 1.9M reactions from USPTO patents (1976-2016). Task: Predict the product of the given reaction. (1) Given the reactants [CH:1]1[C:9]2[C:8]3[CH:10]=[CH:11][CH:12]=[CH:13][C:7]=3[O:6][C:5]=2[C:4](B(O)O)=[CH:3][CH:2]=1.Br[C:18]1[CH:23]=[CH:22][C:21]([Si:24]([C:37]2[CH:42]=[CH:41][C:40]([Br:43])=[CH:39][CH:38]=2)([C:31]2[CH:36]=[CH:35][CH:34]=[CH:33][CH:32]=2)[C:25]2[CH:30]=[CH:29][CH:28]=[CH:27][CH:26]=2)=[CH:20][CH:19]=1.C([O-])([O-])=O.[K+].[K+], predict the reaction product. The product is: [Br:43][C:40]1[CH:39]=[CH:38][C:37]([Si:24]([C:31]2[CH:32]=[CH:33][C:34]([C:13]3[CH:12]=[CH:11][CH2:10][C:8]45[CH:9]=[CH:1][CH:2]=[CH:3][C:4]4=[CH:5][O:6][C:7]=35)=[CH:35][CH:36]=2)([C:21]2[CH:22]=[CH:23][CH:18]=[CH:19][CH:20]=2)[C:25]2[CH:30]=[CH:29][CH:28]=[CH:27][CH:26]=2)=[CH:42][CH:41]=1. (2) Given the reactants CC1[NH:3]C=C(C#N)N=1.[I:9][C:10]1[NH:14][C:13]([C:15]2([CH3:19])[CH2:18][O:17][CH2:16]2)=[N:12][C:11]=1[C:20](F)(F)F.CC1NC=C(C(F)(F)F)N=1, predict the reaction product. The product is: [I:9][C:10]1[NH:14][C:13]([C:15]2([CH3:19])[CH2:18][O:17][CH2:16]2)=[N:12][C:11]=1[C:20]#[N:3]. (3) Given the reactants [CH:1]1([N:7]2[C:11](=[O:12])[CH2:10][CH2:9][N:8]2[CH3:13])[CH2:6][CH2:5][CH2:4][CH2:3][CH2:2]1.I[CH3:15], predict the reaction product. The product is: [CH:1]1([N:7]2[C:11](=[O:12])[CH:10]=[C:9]([CH3:15])[N:8]2[CH3:13])[CH2:6][CH2:5][CH2:4][CH2:3][CH2:2]1. (4) Given the reactants [CH3:1][C:2]1[CH:3]=[CH:4][C:5]([N:11]2[N:15]=[CH:14][CH:13]=[N:12]2)=[C:6]([CH:10]=1)[C:7](O)=[O:8].CN(C=O)C.C(Cl)(=O)C([Cl:24])=O, predict the reaction product. The product is: [CH3:1][C:2]1[CH:3]=[CH:4][C:5]([N:11]2[N:15]=[CH:14][CH:13]=[N:12]2)=[C:6]([CH:10]=1)[C:7]([Cl:24])=[O:8]. (5) Given the reactants [N:1]1[CH:6]=[CH:5][CH:4]=[C:3]([C:7]2[CH:8]=[CH:9][C:10]3[N:11]([C:13]([CH:16]=[O:17])=[CH:14][N:15]=3)[CH:12]=2)[CH:2]=1.BrC1C=CC2N(C(C=O)=CN=2)C=1.[F:30]C1C=C(B(O)O)C=NC=1, predict the reaction product. The product is: [F:30][C:5]1[CH:4]=[C:3]([C:7]2[CH:8]=[CH:9][C:10]3[N:11]([C:13]([CH:16]=[O:17])=[CH:14][N:15]=3)[CH:12]=2)[CH:2]=[N:1][CH:6]=1.